From a dataset of HIV replication inhibition screening data with 41,000+ compounds from the AIDS Antiviral Screen. Binary Classification. Given a drug SMILES string, predict its activity (active/inactive) in a high-throughput screening assay against a specified biological target. (1) The drug is O=c1oc(-c2ccccc2NS(=O)(=O)c2ccccc2)nc2cc(Cl)ccc12. The result is 0 (inactive). (2) The molecule is COc1cc(OC)c(-c2cc(=O)c3c(OC)c(OC)c(OC)c(OC)c3o2)cc1OC. The result is 0 (inactive).